This data is from Forward reaction prediction with 1.9M reactions from USPTO patents (1976-2016). The task is: Predict the product of the given reaction. (1) Given the reactants [C:1]([O:9][CH2:10][CH3:11])(=[O:8])[CH2:2][C:3]([O:5][CH2:6][CH3:7])=[O:4].[H-].[Na+].[H][H].Br[CH2:17][C:18]([O:23][CH3:24])([O:21][CH3:22])[CH2:19]Br.[Cl-].[NH4+], predict the reaction product. The product is: [CH2:10]([O:9][C:1]([C:2]1([C:3]([O:5][CH2:6][CH3:7])=[O:4])[CH2:19][C:18]([O:23][CH3:24])([O:21][CH3:22])[CH2:17]1)=[O:8])[CH3:11]. (2) Given the reactants [N+:1]([C:4]1[CH:11]=[CH:10][CH:9]=[CH:8][C:5]=1[CH:6]=O)([O-:3])=[O:2].[NH2:12][NH:13][C:14]([NH2:16])=[S:15], predict the reaction product. The product is: [N+:1]([C:4]1[CH:11]=[CH:10][CH:9]=[CH:8][C:5]=1[CH:6]=[N:12][NH:13][C:14](=[S:15])[NH2:16])([O-:3])=[O:2].